This data is from Full USPTO retrosynthesis dataset with 1.9M reactions from patents (1976-2016). The task is: Predict the reactants needed to synthesize the given product. (1) Given the product [Br:6][C:7]1[S:11][C:10]2=[N:12][C:13](=[O:2])[CH:14]=[C:15]([CH3:16])[N:9]2[N:8]=1, predict the reactants needed to synthesize it. The reactants are: S(=O)(=O)(O)[OH:2].[Br:6][C:7]1[S:11][C:10]([N-:12][CH2:13][CH2:14][C:15](=O)[CH3:16])=[N:9][N:8]=1. (2) Given the product [CH:6]1([CH2:5][CH:4]([C:11]2[CH:16]=[CH:15][C:14]([C:17]3[CH:18]=[C:19]4[C:23](=[CH:24][CH:25]=3)[NH:22][CH:21]=[CH:20]4)=[CH:13][CH:12]=2)[C:3]([OH:26])=[O:2])[CH2:10][CH2:9][CH2:8][CH2:7]1, predict the reactants needed to synthesize it. The reactants are: C[O:2][C:3](=[O:26])[CH:4]([C:11]1[CH:16]=[CH:15][C:14]([C:17]2[CH:18]=[C:19]3[C:23](=[CH:24][CH:25]=2)[NH:22][CH:21]=[CH:20]3)=[CH:13][CH:12]=1)[CH2:5][CH:6]1[CH2:10][CH2:9][CH2:8][CH2:7]1.[OH-].[Li+]. (3) The reactants are: Cl.[NH2:2][CH2:3][C:4]1[CH:5]=[C:6]2[C:10](=[CH:11][CH:12]=1)[C:9](=[O:13])[N:8]([CH:14]1[CH2:19][CH2:18][C:17](=[O:20])[NH:16][C:15]1=[O:21])[CH2:7]2.[Cl:22][C:23]1[CH:24]=[C:25]([C:31]([F:36])([F:35])[C:32](O)=[O:33])[CH:26]=[CH:27][C:28]=1[O:29][CH3:30].F[P-](F)(F)(F)(F)F.CN(C(N(C)C)=[N+]1C2C(=NC=CC=2)[N+]([O-])=N1)C.C(N(C(C)C)CC)(C)C. Given the product [Cl:22][C:23]1[CH:24]=[C:25]([C:31]([F:35])([F:36])[C:32]([NH:2][CH2:3][C:4]2[CH:5]=[C:6]3[C:10](=[CH:11][CH:12]=2)[C:9](=[O:13])[N:8]([CH:14]2[CH2:19][CH2:18][C:17](=[O:20])[NH:16][C:15]2=[O:21])[CH2:7]3)=[O:33])[CH:26]=[CH:27][C:28]=1[O:29][CH3:30], predict the reactants needed to synthesize it. (4) Given the product [C:36]([O:39][C:6](=[O:15])[NH:3][C:30]1[CH:29]=[N:28][CH:27]=[C:26]([Br:25])[CH:34]=1)([CH3:38])([CH3:37])[CH3:35], predict the reactants needed to synthesize it. The reactants are: C([N:3]([CH2:6]C)CC)C.C1C=CC(P(N=[N+]=[N-])(C2C=CC=CC=2)=[O:15])=CC=1.[Br:25][C:26]1[CH:27]=[N:28][CH:29]=[C:30]([CH:34]=1)C(O)=O.[CH3:35][C:36]([OH:39])([CH3:38])[CH3:37]. (5) Given the product [CH2:18]([N:25]1[C:33]2[C:32]([N:34]3[CH2:43][CH2:42][C:41]4[C:36](=[CH:37][CH:38]=[CH:39][CH:40]=4)[CH2:35]3)=[CH:31][N:30]=[CH:29][C:28]=2[C:27]([CH2:44][OH:46])=[C:26]1[CH3:45])[C:19]1[CH:20]=[CH:21][CH:22]=[CH:23][CH:24]=1, predict the reactants needed to synthesize it. The reactants are: [N+]([O-])([O-])=O.[Ce+4].[N+]([O-])([O-])=O.[N+]([O-])([O-])=O.[N+]([O-])([O-])=O.[CH2:18]([N:25]1[C:33]2[C:32]([N:34]3[CH2:43][CH2:42][C:41]4[C:36](=[CH:37][CH:38]=[CH:39][CH:40]=4)[CH2:35]3)=[CH:31][N:30]=[CH:29][C:28]=2[C:27]([CH3:44])=[C:26]1[CH3:45])[C:19]1[CH:24]=[CH:23][CH:22]=[CH:21][CH:20]=1.[OH2:46].